Task: Predict the product of the given reaction.. Dataset: Forward reaction prediction with 1.9M reactions from USPTO patents (1976-2016) (1) Given the reactants C([C@@:3]1([CH:10]=[CH2:11])[CH2:5][C@@:4]1([C:7]([O-:9])=[O:8])[NH2:6])C.[C:12]([O:16][C:17]([N:19]1[CH:28]([C:29]([OH:31])=O)[CH2:27][C:26]2[C:21](=[CH:22][CH:23]=[C:24]([O:32][C:33]3[CH:38]=[CH:37][CH:36]=[C:35]([Cl:39])[CH:34]=3)[CH:25]=2)[CH2:20]1)=[O:18])([CH3:15])([CH3:14])[CH3:13].CN(C(ON1N=N[C:50]2C=CC=N[C:49]1=2)=[N+](C)C)C.F[P-](F)(F)(F)(F)F.CCN(C(C)C)C(C)C, predict the reaction product. The product is: [CH2:49]([O:9][C:7]([C@@:4]1([NH:6][C:29]([CH:28]2[CH2:27][C:26]3[C:21](=[CH:22][CH:23]=[C:24]([O:32][C:33]4[CH:38]=[CH:37][CH:36]=[C:35]([Cl:39])[CH:34]=4)[CH:25]=3)[CH2:20][N:19]2[C:17]([O:16][C:12]([CH3:15])([CH3:14])[CH3:13])=[O:18])=[O:31])[CH2:5][C@H:3]1[CH:10]=[CH2:11])=[O:8])[CH3:50]. (2) Given the reactants [Br:1][CH2:2][CH2:3][CH2:4]Br.C(=O)([O-])[O-].[Cs+].[Cs+].CN(C=O)C.[Cl:17][C:18]1[CH:23]=[CH:22][C:21]([N+:24]([O-:26])=[O:25])=[CH:20][C:19]=1[OH:27], predict the reaction product. The product is: [Br:1][CH2:2][CH2:3][CH2:4][O:27][C:19]1[CH:20]=[C:21]([N+:24]([O-:26])=[O:25])[CH:22]=[CH:23][C:18]=1[Cl:17]. (3) The product is: [NH2:14][C:10]1[C:11]([Cl:13])=[CH:12][C:7]([CH2:6][C:5]([OH:16])=[O:4])=[C:8]([Cl:15])[CH:9]=1. Given the reactants Cl.C([O:4][C:5](=[O:16])[CH2:6][C:7]1[CH:12]=[C:11]([Cl:13])[C:10]([NH2:14])=[CH:9][C:8]=1[Cl:15])C.[OH-].[Na+].Cl, predict the reaction product.